This data is from Full USPTO retrosynthesis dataset with 1.9M reactions from patents (1976-2016). The task is: Predict the reactants needed to synthesize the given product. (1) The reactants are: [C:1]([C:3]1[CH:23]=[C:22]([C:24]2[N:29]=[C:28]([NH:30][C:31]3[CH:36]=[CH:35][C:34]([N:37]4[CH2:42][CH2:41][CH:40]([N:43]5[CH2:48][CH2:47][O:46][CH2:45][CH2:44]5)[CH2:39][CH2:38]4)=[C:33]([O:49][CH3:50])[CH:32]=3)[N:27]=[CH:26][N:25]=2)[CH:21]=[CH:20][C:4]=1[O:5][C@H:6]1[CH2:11][CH2:10][N:9](C(OC(C)(C)C)=O)[CH2:8][C@H:7]1[F:19])#[N:2].FC(F)(F)C(O)=O.C(=O)(O)[O-].[Na+]. Given the product [F:19][C@H:7]1[C@@H:6]([O:5][C:4]2[CH:20]=[CH:21][C:22]([C:24]3[N:29]=[C:28]([NH:30][C:31]4[CH:36]=[CH:35][C:34]([N:37]5[CH2:42][CH2:41][CH:40]([N:43]6[CH2:48][CH2:47][O:46][CH2:45][CH2:44]6)[CH2:39][CH2:38]5)=[C:33]([O:49][CH3:50])[CH:32]=4)[N:27]=[CH:26][N:25]=3)=[CH:23][C:3]=2[C:1]#[N:2])[CH2:11][CH2:10][NH:9][CH2:8]1, predict the reactants needed to synthesize it. (2) Given the product [Si:1]([O:8][C:9]1[CH:10]=[CH:11][C:12]([CH2:15][CH:16]([O:21][CH2:25][C:26]2[CH:27]=[CH:28][C:29]([C:30]([O:32][C:33]([CH3:36])([CH3:35])[CH3:34])=[O:31])=[CH:37][CH:38]=2)[C:17]([O:19][CH3:20])=[O:18])=[CH:13][CH:14]=1)([C:4]([CH3:5])([CH3:7])[CH3:6])([CH3:3])[CH3:2], predict the reactants needed to synthesize it. The reactants are: [Si:1]([O:8][C:9]1[CH:14]=[CH:13][C:12]([CH2:15][CH:16]([OH:21])[C:17]([O:19][CH3:20])=[O:18])=[CH:11][CH:10]=1)([C:4]([CH3:7])([CH3:6])[CH3:5])([CH3:3])[CH3:2].[H-].[Na+].Br[CH2:25][C:26]1[CH:38]=[CH:37][C:29]([C:30]([O:32][C:33]([CH3:36])([CH3:35])[CH3:34])=[O:31])=[CH:28][CH:27]=1.